Dataset: Catalyst prediction with 721,799 reactions and 888 catalyst types from USPTO. Task: Predict which catalyst facilitates the given reaction. (1) Reactant: [Br:1][C:2]1[CH:7]=[CH:6][C:5]([CH:8]([C:22]2[CH:27]=[CH:26][CH:25]=[CH:24][C:23]=2[CH3:28])[CH2:9][C:10]([C:12]2[CH:17]=[C:16]([CH3:18])[C:15]([O:19]C)=[C:14]([CH3:21])[CH:13]=2)=[O:11])=[CH:4][CH:3]=1.B(Br)(Br)Br. Product: [Br:1][C:2]1[CH:3]=[CH:4][C:5]([CH:8]([C:22]2[CH:27]=[CH:26][CH:25]=[CH:24][C:23]=2[CH3:28])[CH2:9][C:10]([C:12]2[CH:13]=[C:14]([CH3:21])[C:15]([OH:19])=[C:16]([CH3:18])[CH:17]=2)=[O:11])=[CH:6][CH:7]=1. The catalyst class is: 4. (2) Reactant: [I:1][C:2]1[CH:3]=[CH:4][C:5]2[N:6]([CH:8]=[C:9]([NH2:11])[N:10]=2)[CH:7]=1.[Cl-].C[Al+]C.[C:16]1(=[O:21])[O:20][CH2:19][CH2:18][CH2:17]1.CO. Product: [OH:21][CH2:16][CH2:17][CH2:18][C:19]([NH:11][C:9]1[N:10]=[C:5]2[CH:4]=[CH:3][C:2]([I:1])=[CH:7][N:6]2[CH:8]=1)=[O:20]. The catalyst class is: 2. (3) Reactant: C([O:8][CH2:9][C@H:10]([CH3:28])[O:11][C:12]1[CH:13]=[C:14]([N:18]2[C:22]([NH2:23])=[CH:21][C:20]([C:24]([CH3:27])([CH3:26])[CH3:25])=[N:19]2)[CH:15]=[CH:16][CH:17]=1)C1C=CC=CC=1.N#N.C([O-])=O.[NH4+]. Product: [NH2:23][C:22]1[N:18]([C:14]2[CH:13]=[C:12]([CH:17]=[CH:16][CH:15]=2)[O:11][C@@H:10]([CH3:28])[CH2:9][OH:8])[N:19]=[C:20]([C:24]([CH3:25])([CH3:27])[CH3:26])[CH:21]=1. The catalyst class is: 29.